Dataset: Catalyst prediction with 721,799 reactions and 888 catalyst types from USPTO. Task: Predict which catalyst facilitates the given reaction. (1) Reactant: [P:1]([O:5][CH2:6][C@@H:7]1[C@@H:11]([O:12][P:13]([O:16][CH2:17][C@@H:18]2[C@@H:22]([OH:23])[C@@H:21]([OH:24])[C@H:20]([N:25]3[CH:33]=[N:32][C:31]4[C:26]3=[N:27][CH:28]=[N:29][C:30]=4[NH2:34])[O:19]2)([OH:15])=[O:14])[CH2:10][C@H:9]([N:35]2[CH:40]=[CH:39][C:38]([NH2:41])=[N:37][C:36]2=[O:42])[O:8]1)([OH:4])([OH:3])=[O:2].C([N+](CCCC)(CCCC)CCCC)CCC.P(OC[C@@H]1[C@@H](OP(OC[C@@H]2[C@@H](O)[C@@H](O)[C@H](N3C=NC4C3=NC=NC=4N)O2)(O)=O)C[C@H](N2C=CC(N)=NC2=O)O1)(O)(O)=O.[CH3:102][N:103]([CH2:110][C:111](OCC#N)=[O:112])[C:104](=[O:109])[CH2:105][CH2:106][CH:107]=[CH2:108]. Product: [CH3:102][N:103]([CH2:110][C:111]([O:23][C@H:22]1[C@@H:21]([OH:24])[C@H:20]([N:25]2[CH:33]=[N:32][C:31]3[C:26]2=[N:27][CH:28]=[N:29][C:30]=3[NH2:34])[O:19][C@@H:18]1[CH2:17][O:16][P:13]([O:12][C@H:11]1[CH2:10][C@H:9]([N:35]2[CH:40]=[CH:39][C:38]([NH2:41])=[N:37][C:36]2=[O:42])[O:8][C@@H:7]1[CH2:6][O:5][P:1]([OH:4])([OH:3])=[O:2])([OH:15])=[O:14])=[O:112])[C:104](=[O:109])[CH2:105][CH2:106][CH:107]=[CH2:108]. The catalyst class is: 7. (2) Reactant: [CH:1]([C:3]1[CH:7]=[CH:6][NH:5][N:4]=1)=[O:2].[CH2:8]=[O:9].C(N(CC)CC)C. Product: [OH:9][CH2:8][N:5]1[CH:6]=[CH:7][C:3]([CH:1]=[O:2])=[N:4]1. The catalyst class is: 21. (3) Reactant: [CH3:1][O:2][C:3]1[CH:4]=[C:5]2[C:10](=[CH:11][CH:12]=1)[O:9][CH2:8][CH2:7][C:6]2=O.Cl.[NH2:15][OH:16].C([O-])(=O)C.[Na+]. Product: [CH3:1][O:2][C:3]1[CH:4]=[C:5]2[C:10](=[CH:11][CH:12]=1)[O:9][CH2:8][CH2:7][C:6]2=[N:15][OH:16]. The catalyst class is: 40. (4) Reactant: [CH3:1][C:2]1[C:3]([O:14][CH2:15][CH2:16][C@@H:17]2[CH2:19][C@@H:18]2[CH:20]2[CH2:25][CH2:24][N:23](C(OCC3C=CC=CC=3)=O)[CH2:22][CH2:21]2)=[N:4][CH:5]=[C:6]([N:8]2[CH2:12][CH2:11][NH:10][C:9]2=[O:13])[CH:7]=1.[H][H]. Product: [CH3:1][C:2]1[CH:7]=[C:6]([N:8]2[CH2:12][CH2:11][NH:10][C:9]2=[O:13])[CH:5]=[N:4][C:3]=1[O:14][CH2:15][CH2:16][C@@H:17]1[CH2:19][C@@H:18]1[CH:20]1[CH2:25][CH2:24][NH:23][CH2:22][CH2:21]1. The catalyst class is: 50. (5) Reactant: C(O[C:4](=[O:25])[C:5]([C:17]1[CH:22]=[CH:21][CH:20]=[C:19]([Br:23])[C:18]=1[CH3:24])=[CH:6][NH:7][C:8]1[CH:13]=[CH:12][CH:11]=[C:10]([N:14]([CH3:16])[CH3:15])[CH:9]=1)C. Product: [Br:23][C:19]1[C:18]([CH3:24])=[C:17]([C:5]2[C:4](=[O:25])[C:13]3[C:8](=[CH:9][C:10]([N:14]([CH3:15])[CH3:16])=[CH:11][CH:12]=3)[NH:7][CH:6]=2)[CH:22]=[CH:21][CH:20]=1. The catalyst class is: 6.